From a dataset of Reaction yield outcomes from USPTO patents with 853,638 reactions. Predict the reaction yield, written as a fraction of the theoretical maximum amount of product (1.0 means a 100% yield; for example, 0.34 means a 34% yield). (1) The reactants are [Cl:1][C:2]1[CH:13]=[C:12]([O:14][CH3:15])[CH:11]=[CH:10][C:3]=1[O:4][C:5]1[S:6][CH:7]=[CH:8][N:9]=1.C([Li])CCC.[CH:21](N1CCOCC1)=[O:22]. The catalyst is O1CCCC1. The product is [Cl:1][C:2]1[CH:13]=[C:12]([O:14][CH3:15])[CH:11]=[CH:10][C:3]=1[O:4][C:5]1[S:6][C:7]([CH:21]=[O:22])=[CH:8][N:9]=1. The yield is 0.980. (2) The reactants are N12[CH2:8][CH2:7]N(CC1)CC2.[C:9]([O:13][C:14]([N:16]1[CH2:21][CH2:20][CH:19]([CH2:22][OH:23])[CH2:18][CH2:17]1)=[O:15])([CH3:12])([CH3:11])[CH3:10].[C:24]1(C)[C:25]([S:30](Cl)(=[O:32])=[O:31])=[CH:26][CH:27]=C[CH:29]=1. The catalyst is COC(C)(C)C.CCOCC. The product is [C:9]([O:13][C:14]([N:16]1[CH2:21][CH2:20][CH:19]([CH2:22][O:23][S:30]([C:25]2[CH:26]=[CH:27][C:7]([CH3:8])=[CH:29][CH:24]=2)(=[O:32])=[O:31])[CH2:18][CH2:17]1)=[O:15])([CH3:12])([CH3:11])[CH3:10]. The yield is 0.850. (3) The product is [Br:25][CH2:22][CH2:21][N:16]([C:15]1[CH:14]=[CH:13][C:8]([C:9]([O:11][CH3:12])=[O:10])=[CH:7][C:6]=1[O:5][CH2:4][CH:1]1[CH2:3][CH2:2]1)[S:17]([CH3:20])(=[O:19])=[O:18]. The catalyst is C(Cl)Cl. The yield is 0.770. The reactants are [CH:1]1([CH2:4][O:5][C:6]2[CH:7]=[C:8]([CH:13]=[CH:14][C:15]=2[N:16]([CH2:21][CH2:22]O)[S:17]([CH3:20])(=[O:19])=[O:18])[C:9]([O:11][CH3:12])=[O:10])[CH2:3][CH2:2]1.C(Br)(Br)(Br)[Br:25].C1(P(C2C=CC=CC=2)C2C=CC=CC=2)C=CC=CC=1. (4) No catalyst specified. The yield is 0.778. The reactants are [F:1][C:2]1[CH:7]=[CH:6][C:5]([F:8])=[CH:4][C:3]=1[C:9](=O)[CH3:10].[NH2:12][C:13]([NH2:15])=[S:14]. The product is [NH2:15][C:13]1[S:14][CH:10]=[C:9]([C:3]2[CH:4]=[C:5]([F:8])[CH:6]=[CH:7][C:2]=2[F:1])[N:12]=1. (5) The reactants are [N:1]1[CH:6]=[CH:5][C:4]([OH:7])=[N:3][C:2]=1[OH:8].C1C(=O)N([I:16])C(=O)C1. The catalyst is CC(O)=O. The product is [I:16][C:5]1[C:4]([OH:7])=[N:3][C:2]([OH:8])=[N:1][CH:6]=1. The yield is 0.950. (6) The reactants are [N+:1]([C:4]1[N:9]=[CH:8][C:7]([O:10][CH:11]2[CH2:14][N:13]([C:15]([O:17][C:18]([CH3:21])([CH3:20])[CH3:19])=[O:16])[CH2:12]2)=[CH:6][CH:5]=1)([O-])=O.C(OCC)(=O)C. The catalyst is [Pt]=O.C(O)C. The product is [NH2:1][C:4]1[N:9]=[CH:8][C:7]([O:10][CH:11]2[CH2:14][N:13]([C:15]([O:17][C:18]([CH3:21])([CH3:20])[CH3:19])=[O:16])[CH2:12]2)=[CH:6][CH:5]=1. The yield is 1.00.